This data is from Forward reaction prediction with 1.9M reactions from USPTO patents (1976-2016). The task is: Predict the product of the given reaction. (1) Given the reactants [CH3:1][C@H:2]1[CH2:7][CH2:6][C@H:5]([C:8]([N:10]([CH:33]([CH3:35])[CH3:34])[C:11]2[CH:15]=[C:14]([C:16]3[CH:21]=[CH:20][C:19]([NH:22][C:23]([C:25]4[N:26]=[CH:27][S:28][CH:29]=4)=[O:24])=[CH:18][CH:17]=3)[S:13][C:12]=2[C:30]([OH:32])=[O:31])=[O:9])[CH2:4][CH2:3]1.[OH-].[NH4+:37], predict the reaction product. The product is: [CH3:1][C@H:2]1[CH2:7][CH2:6][C@H:5]([C:8]([N:10]([CH:33]([CH3:35])[CH3:34])[C:11]2[CH:15]=[C:14]([C:16]3[CH:17]=[CH:18][C:19]([NH:22][C:23]([C:25]4[N:26]=[CH:27][S:28][CH:29]=4)=[O:24])=[CH:20][CH:21]=3)[S:13][C:12]=2[C:30]([O-:32])=[O:31])=[O:9])[CH2:4][CH2:3]1.[NH4+:37]. (2) Given the reactants [CH2:1]([O:3][C:4](=[O:19])[CH2:5][C@@H:6]([NH:10][C:11]1[C:16]([NH2:17])=[CH:15][CH:14]=[C:13]([CH3:18])[N:12]=1)[CH2:7][CH2:8][CH3:9])[CH3:2].C1C[O:23][CH2:22]C1, predict the reaction product. The product is: [CH2:1]([O:3][C:4](=[O:19])[CH2:5][C@@H:6]([N:10]1[C:11]2=[N:12][C:13]([CH3:18])=[CH:14][CH:15]=[C:16]2[NH:17][C:22]1=[O:23])[CH2:7][CH2:8][CH3:9])[CH3:2]. (3) Given the reactants [CH:1]1[C:10]2[C:5](=[CH:6][CH:7]=[CH:8][CH:9]=2)[CH:4]=[CH:3][C:2]=1[Mg]Br.[C:13](=[S:15])=[S:14].Br[CH:17]([C:20]1[CH:25]=[CH:24][CH:23]=[CH:22][CH:21]=1)[C:18]#[N:19], predict the reaction product. The product is: [C:1]1([C:13]([S:15][CH:17]([C:18]#[N:19])[C:20]2[CH:25]=[CH:24][CH:23]=[CH:22][CH:21]=2)=[S:14])[C:10]2[C:5](=[CH:6][CH:7]=[CH:8][CH:9]=2)[CH:4]=[CH:3][CH:2]=1. (4) Given the reactants C(N(CC)CC)C.[Br:8][C:9]1[C:17]([OH:18])=[CH:16][CH:15]=[C:14]2[C:10]=1[CH:11]=[CH:12][N:13]2[S:19]([C:22]1[CH:27]=[CH:26][CH:25]=[CH:24][CH:23]=1)(=[O:21])=[O:20].[C:28](Cl)(=[O:30])[CH3:29], predict the reaction product. The product is: [C:28]([O:18][C:17]1[C:9]([Br:8])=[C:10]2[C:14](=[CH:15][CH:16]=1)[N:13]([S:19]([C:22]1[CH:27]=[CH:26][CH:25]=[CH:24][CH:23]=1)(=[O:21])=[O:20])[CH:12]=[CH:11]2)(=[O:30])[CH3:29]. (5) Given the reactants O.C(=O)([O-])[O-].[K+].[K+].[C:8]1([C:17]2[CH:22]=[CH:21][CH:20]=[CH:19][CH:18]=2)[CH:13]=[CH:12][C:11](B(O)O)=[CH:10][CH:9]=1.[CH2:23]([O:25][C:26]([C:28]1[N:29]([CH3:38])[C:30]([CH2:36][CH3:37])=[C:31]([C:34]#[N:35])[C:32]=1I)=[O:27])[CH3:24], predict the reaction product. The product is: [CH2:23]([O:25][C:26]([C:28]1[N:29]([CH3:38])[C:30]([CH2:36][CH3:37])=[C:31]([C:34]#[N:35])[C:32]=1[C:11]1[CH:12]=[CH:13][C:8]([C:17]2[CH:22]=[CH:21][CH:20]=[CH:19][CH:18]=2)=[CH:9][CH:10]=1)=[O:27])[CH3:24]. (6) Given the reactants [Na].[OH:2][C:3]1[C:4]([CH3:13])=[C:5]([C:8]([CH3:12])=[CH:9][C:10]=1[CH3:11])[CH:6]=[O:7].Cl[CH2:15][CH2:16][N:17]1[CH2:21][CH2:20][NH:19][C:18]1=[O:22], predict the reaction product. The product is: [CH3:13][C:4]1[C:3]([O:2][CH2:15][CH2:16][N:17]2[CH2:21][CH2:20][NH:19][C:18]2=[O:22])=[C:10]([CH3:11])[CH:9]=[C:8]([CH3:12])[C:5]=1[CH:6]=[O:7].